From a dataset of Aqueous solubility values for 9,982 compounds from the AqSolDB database. Regression/Classification. Given a drug SMILES string, predict its absorption, distribution, metabolism, or excretion properties. Task type varies by dataset: regression for continuous measurements (e.g., permeability, clearance, half-life) or binary classification for categorical outcomes (e.g., BBB penetration, CYP inhibition). For this dataset (solubility_aqsoldb), we predict Y. The compound is CC(N)=S. The Y is 0.336 log mol/L.